The task is: Regression. Given two drug SMILES strings and cell line genomic features, predict the synergy score measuring deviation from expected non-interaction effect.. This data is from NCI-60 drug combinations with 297,098 pairs across 59 cell lines. (1) Drug 1: CC1=C(C=C(C=C1)NC2=NC=CC(=N2)N(C)C3=CC4=NN(C(=C4C=C3)C)C)S(=O)(=O)N.Cl. Drug 2: CC12CCC(CC1=CCC3C2CCC4(C3CC=C4C5=CN=CC=C5)C)O. Cell line: CAKI-1. Synergy scores: CSS=50.6, Synergy_ZIP=12.8, Synergy_Bliss=16.1, Synergy_Loewe=17.5, Synergy_HSA=18.9. (2) Drug 1: C1CCN(CC1)CCOC2=CC=C(C=C2)C(=O)C3=C(SC4=C3C=CC(=C4)O)C5=CC=C(C=C5)O. Drug 2: C(CCl)NC(=O)N(CCCl)N=O. Cell line: HCC-2998. Synergy scores: CSS=55.3, Synergy_ZIP=1.96, Synergy_Bliss=2.09, Synergy_Loewe=-3.71, Synergy_HSA=0.842. (3) Drug 1: CC(CN1CC(=O)NC(=O)C1)N2CC(=O)NC(=O)C2. Drug 2: C1=C(C(=O)NC(=O)N1)N(CCCl)CCCl. Cell line: HS 578T. Synergy scores: CSS=26.5, Synergy_ZIP=-7.32, Synergy_Bliss=3.44, Synergy_Loewe=2.73, Synergy_HSA=5.13.